Task: Regression. Given two drug SMILES strings and cell line genomic features, predict the synergy score measuring deviation from expected non-interaction effect.. Dataset: NCI-60 drug combinations with 297,098 pairs across 59 cell lines (1) Drug 1: C1CCN(CC1)CCOC2=CC=C(C=C2)C(=O)C3=C(SC4=C3C=CC(=C4)O)C5=CC=C(C=C5)O. Drug 2: C1=CC(=CC=C1CC(C(=O)O)N)N(CCCl)CCCl.Cl. Cell line: HCT116. Synergy scores: CSS=24.8, Synergy_ZIP=-4.38, Synergy_Bliss=3.53, Synergy_Loewe=-2.09, Synergy_HSA=-1.26. (2) Drug 1: CC1OCC2C(O1)C(C(C(O2)OC3C4COC(=O)C4C(C5=CC6=C(C=C35)OCO6)C7=CC(=C(C(=C7)OC)O)OC)O)O. Drug 2: CNC(=O)C1=NC=CC(=C1)OC2=CC=C(C=C2)NC(=O)NC3=CC(=C(C=C3)Cl)C(F)(F)F. Cell line: LOX IMVI. Synergy scores: CSS=36.7, Synergy_ZIP=-2.08, Synergy_Bliss=-2.80, Synergy_Loewe=-0.0121, Synergy_HSA=2.27. (3) Drug 1: C1CC(=O)NC(=O)C1N2CC3=C(C2=O)C=CC=C3N. Drug 2: C1=CC(=CC=C1CCCC(=O)O)N(CCCl)CCCl. Cell line: ACHN. Synergy scores: CSS=33.8, Synergy_ZIP=-0.177, Synergy_Bliss=3.66, Synergy_Loewe=1.32, Synergy_HSA=4.80. (4) Drug 1: C1CCC(C1)C(CC#N)N2C=C(C=N2)C3=C4C=CNC4=NC=N3. Drug 2: CC12CCC3C(C1CCC2=O)CC(=C)C4=CC(=O)C=CC34C. Cell line: M14. Synergy scores: CSS=21.6, Synergy_ZIP=6.20, Synergy_Bliss=7.09, Synergy_Loewe=-17.5, Synergy_HSA=-0.486. (5) Drug 1: CCCCC(=O)OCC(=O)C1(CC(C2=C(C1)C(=C3C(=C2O)C(=O)C4=C(C3=O)C=CC=C4OC)O)OC5CC(C(C(O5)C)O)NC(=O)C(F)(F)F)O. Drug 2: CC1=C2C(C(=O)C3(C(CC4C(C3C(C(C2(C)C)(CC1OC(=O)C(C(C5=CC=CC=C5)NC(=O)OC(C)(C)C)O)O)OC(=O)C6=CC=CC=C6)(CO4)OC(=O)C)O)C)O. Cell line: UACC62. Synergy scores: CSS=44.0, Synergy_ZIP=9.22, Synergy_Bliss=7.49, Synergy_Loewe=8.04, Synergy_HSA=7.00. (6) Drug 1: CC=C1C(=O)NC(C(=O)OC2CC(=O)NC(C(=O)NC(CSSCCC=C2)C(=O)N1)C(C)C)C(C)C. Drug 2: CCC1(CC2CC(C3=C(CCN(C2)C1)C4=CC=CC=C4N3)(C5=C(C=C6C(=C5)C78CCN9C7C(C=CC9)(C(C(C8N6C)(C(=O)OC)O)OC(=O)C)CC)OC)C(=O)OC)O.OS(=O)(=O)O. Cell line: OVCAR-4. Synergy scores: CSS=8.67, Synergy_ZIP=-2.49, Synergy_Bliss=-1.33, Synergy_Loewe=-6.57, Synergy_HSA=-0.686.